Task: Binary Classification. Given a drug SMILES string, predict its activity (active/inactive) in a high-throughput screening assay against a specified biological target.. Dataset: Cav3 T-type calcium channel HTS with 100,875 compounds (1) The compound is S(=O)(=O)(N1C(CSC1=S)(C)C)c1ccccc1. The result is 0 (inactive). (2) The molecule is S1C2(Nc3c1cccc3)c1c(NC2=O)cccc1. The result is 0 (inactive). (3) The molecule is S(=O)(=O)(N1CCOCC1)c1ccc(cc1)C(=O)Nc1ccccc1. The result is 0 (inactive). (4) The drug is o1c(CN(C(=O)Cn2c(=O)c3c(nc2)cccc3)c2ccc(O)cc2)ccc1. The result is 0 (inactive). (5) The compound is O1CCN(CCCn2c(=N)c3c(c(oc3nc2)c2ccccc2)c2ccccc2)CC1. The result is 0 (inactive). (6) The molecule is Clc1c(C(=O)N2CCc3c(C2)cccc3)cccc1. The result is 0 (inactive). (7) The molecule is S(c1ccc(cc1)C)c1nc(nnc1C(F)(F)F)c1ccccc1. The result is 0 (inactive).